From a dataset of Reaction yield outcomes from USPTO patents with 853,638 reactions. Predict the reaction yield, written as a fraction of the theoretical maximum amount of product (1.0 means a 100% yield; for example, 0.34 means a 34% yield). (1) The reactants are [Br:1][C:2]1[CH:7]=[CH:6][N:5]=[C:4]2[NH:8][CH:9]=[CH:10][C:3]=12.[C:11](O[C:11]([O:13][C:14]([CH3:17])([CH3:16])[CH3:15])=[O:12])([O:13][C:14]([CH3:17])([CH3:16])[CH3:15])=[O:12].C(N(CC)CC)C. The catalyst is CN(C)C1C=CN=CC=1.C(Cl)Cl. The product is [C:14]([O:13][C:11]([N:8]1[C:4]2=[N:5][CH:6]=[CH:7][C:2]([Br:1])=[C:3]2[CH:10]=[CH:9]1)=[O:12])([CH3:17])([CH3:16])[CH3:15]. The yield is 0.610. (2) The reactants are [F:1][C:2]([F:14])([F:13])[CH:3]([C:5]1[CH:12]=[CH:11][C:8]([CH:9]=O)=[CH:7][CH:6]=1)[OH:4].[CH3:15][NH:16][CH3:17].C(O[BH-](OC(=O)C)OC(=O)C)(=O)C.[Na+].C(=O)(O)[O-].[Na+]. The catalyst is C(#N)C.O1CCCC1.C(OCC)(=O)C.C(O)(=O)C. The product is [CH3:15][N:16]([CH2:9][C:8]1[CH:11]=[CH:12][C:5]([CH:3]([OH:4])[C:2]([F:14])([F:13])[F:1])=[CH:6][CH:7]=1)[CH3:17]. The yield is 0.850.